Dataset: Full USPTO retrosynthesis dataset with 1.9M reactions from patents (1976-2016). Task: Predict the reactants needed to synthesize the given product. (1) The reactants are: [Cl:1][C:2]1[C:7]([Cl:8])=[CH:6][CH:5]=[CH:4][C:3]=1[O:9][C@H:10]1[CH2:13][C@H:12]([NH:14][C:15]([C:17]2[C:18]3[N:19]([CH:28]=[CH:29][N:30]=3)[C:20]([CH2:23][O:24]COC)=[CH:21][CH:22]=2)=[O:16])[CH2:11]1.Cl. Given the product [Cl:1][C:2]1[C:7]([Cl:8])=[CH:6][CH:5]=[CH:4][C:3]=1[O:9][C@H:10]1[CH2:13][C@H:12]([NH:14][C:15]([C:17]2[C:18]3[N:19]([CH:28]=[CH:29][N:30]=3)[C:20]([CH2:23][OH:24])=[CH:21][CH:22]=2)=[O:16])[CH2:11]1, predict the reactants needed to synthesize it. (2) Given the product [Cl:16][C:13]1[CH:14]=[CH:15][C:6]([O:5][CH2:4][C:3]([OH:30])=[O:2])=[C:7]2[C:12]=1[N:11]=[C:10]([CH3:17])[C:9]([CH2:18][C:19]1[CH:20]=[CH:21][C:22]([Cl:25])=[CH:23][CH:24]=1)=[C:8]2[O:26][CH:27]([F:29])[F:28], predict the reactants needed to synthesize it. The reactants are: C[O:2][C:3](=[O:30])[CH2:4][O:5][C:6]1[CH:15]=[CH:14][C:13]([Cl:16])=[C:12]2[C:7]=1[C:8]([O:26][CH:27]([F:29])[F:28])=[C:9]([CH2:18][C:19]1[CH:24]=[CH:23][C:22]([Cl:25])=[CH:21][CH:20]=1)[C:10]([CH3:17])=[N:11]2.CO.[OH-].[Li+]. (3) Given the product [CH2:32]([O:31][C:30]([N:11]1[C@@H:7]([C:4]2[CH:5]=[CH:6][N:1]=[CH:2][CH:3]=2)[CH2:8][CH2:9][C@H:10]1[C:12]([OH:14])=[O:13])=[O:29])[C:33]1[CH:38]=[CH:37][CH:36]=[CH:35][CH:34]=1, predict the reactants needed to synthesize it. The reactants are: [N:1]1[CH:6]=[CH:5][C:4]([C@@H:7]2[NH:11][C@H:10]([C:12]([OH:14])=[O:13])[CH2:9][CH2:8]2)=[CH:3][CH:2]=1.C(N(CC)CC)C.O=C1CCC(=O)N1[O:29][C:30](=O)[O:31][CH2:32][C:33]1[CH:38]=[CH:37][CH:36]=[CH:35][CH:34]=1. (4) The reactants are: [CH3:1][O:2][C:3]([C:5]1[CH:10]=[CH:9][C:8](B(O)O)=[CH:7][CH:6]=1)=[O:4].Br[C:15]1[CH:16]=[N:17][C:18]2[C:23]([CH:24]=1)=[CH:22][CH:21]=[C:20]([O:25][CH3:26])[CH:19]=2.C([O-])([O-])=O.[Na+].[Na+]. Given the product [CH3:26][O:25][C:20]1[CH:19]=[C:18]2[C:23]([CH:24]=[C:15]([C:8]3[CH:9]=[CH:10][C:5]([C:3]([O:2][CH3:1])=[O:4])=[CH:6][CH:7]=3)[CH:16]=[N:17]2)=[CH:22][CH:21]=1, predict the reactants needed to synthesize it. (5) The reactants are: [O:1]1C(=O)C[CH2:3][C:2]1=O.[OH:8][C:9]1[CH:14]=[CH:13][C:12]([N:15]2[C:22](=[S:23])[N:21]([C:24]3[CH:25]=[C:26]([CH3:32])[C:27]([C:30]#[N:31])=[N:28][CH:29]=3)[C:20](=[O:33])[C:16]32[CH2:19][CH2:18][CH2:17]3)=[CH:11][CH:10]=1.C(=O)([O-])[O-].[K+].[K+]. Given the product [OH:1][CH2:2][CH2:3][O:8][C:9]1[CH:10]=[CH:11][C:12]([N:15]2[C:22](=[S:23])[N:21]([C:24]3[CH:25]=[C:26]([CH3:32])[C:27]([C:30]#[N:31])=[N:28][CH:29]=3)[C:20](=[O:33])[C:16]32[CH2:19][CH2:18][CH2:17]3)=[CH:13][CH:14]=1, predict the reactants needed to synthesize it. (6) Given the product [Br:12][C:7]1[CH:8]=[CH:9][CH:10]=[C:11]2[C:6]=1[N:5]=[C:4]([C:13]([F:22])([F:21])[C:14]1[CH:19]=[CH:18][C:17]([F:20])=[CH:16][N:15]=1)[N:3]=[C:2]2[NH:36][C:32]1[CH:33]=[C:34]([CH3:35])[NH:30][N:31]=1, predict the reactants needed to synthesize it. The reactants are: Cl[C:2]1[C:11]2[C:6](=[C:7]([Br:12])[CH:8]=[CH:9][CH:10]=2)[N:5]=[C:4]([C:13]([F:22])([F:21])[C:14]2[CH:19]=[CH:18][C:17]([F:20])=[CH:16][N:15]=2)[N:3]=1.C(OC([N:30]1[C:34]([CH3:35])=[CH:33][C:32]([NH2:36])=[N:31]1)=O)(C)(C)C.CC(O)=O. (7) Given the product [CH:15]1[C:16]2[C:11](=[CH:10][CH:9]=[C:8]([O:7][CH:19]([CH2:25][CH2:26][CH3:27])[C:20]([O:22][CH2:23][CH3:24])=[O:21])[CH:17]=2)[CH:12]=[CH:13][N:14]=1, predict the reactants needed to synthesize it. The reactants are: C(=O)([O-])[O-].[Cs+].[Cs+].[OH:7][C:8]1[CH:17]=[C:16]2[C:11]([CH:12]=[CH:13][N:14]=[CH:15]2)=[CH:10][CH:9]=1.Br[CH:19]([CH2:25][CH2:26][CH3:27])[C:20]([O:22][CH2:23][CH3:24])=[O:21]. (8) Given the product [F:1][C:2]([F:35])([F:34])[C:3]1[CH:4]=[C:5]([C:13]2([C:16]([N:18]([C:19]3[CH:20]=[N:21][C:22]([N:41]4[CH2:40][CH2:39][N:38]5[C:42](=[O:45])[CH2:43][CH2:44][C@@H:37]5[CH2:36]4)=[CH:23][C:24]=3[C:25]3[CH:30]=[CH:29][C:28]([F:31])=[CH:27][C:26]=3[CH3:32])[CH3:46])=[O:17])[CH2:15][CH2:14]2)[CH:6]=[C:7]([C:9]([F:12])([F:11])[F:10])[CH:8]=1, predict the reactants needed to synthesize it. The reactants are: [F:1][C:2]([F:35])([F:34])[C:3]1[CH:4]=[C:5]([C:13]2([C:16]([NH:18][C:19]3[CH:20]=[N:21][C:22](Cl)=[CH:23][C:24]=3[C:25]3[CH:30]=[CH:29][C:28]([F:31])=[CH:27][C:26]=3[CH3:32])=[O:17])[CH2:15][CH2:14]2)[CH:6]=[C:7]([C:9]([F:12])([F:11])[F:10])[CH:8]=1.[CH2:36]1[NH:41][CH2:40][CH2:39][N:38]2[C:42](=[O:45])[CH2:43][CH2:44][C@H:37]12.[C:46](=O)([O-])[O-].[K+].[K+].[NH4+].[Cl-].